Dataset: NCI-60 drug combinations with 297,098 pairs across 59 cell lines. Task: Regression. Given two drug SMILES strings and cell line genomic features, predict the synergy score measuring deviation from expected non-interaction effect. (1) Drug 1: C1=CC(=CC=C1C#N)C(C2=CC=C(C=C2)C#N)N3C=NC=N3. Drug 2: C1=NNC2=C1C(=O)NC=N2. Cell line: MALME-3M. Synergy scores: CSS=12.4, Synergy_ZIP=-4.08, Synergy_Bliss=-4.70, Synergy_Loewe=12.0, Synergy_HSA=-3.56. (2) Cell line: A498. Drug 1: C1=CC(=CC=C1CCC2=CNC3=C2C(=O)NC(=N3)N)C(=O)NC(CCC(=O)O)C(=O)O. Synergy scores: CSS=19.6, Synergy_ZIP=1.10, Synergy_Bliss=-0.000843, Synergy_Loewe=-9.32, Synergy_HSA=-1.38. Drug 2: CC(C)CN1C=NC2=C1C3=CC=CC=C3N=C2N. (3) Drug 1: CCC1=C2CN3C(=CC4=C(C3=O)COC(=O)C4(CC)O)C2=NC5=C1C=C(C=C5)O. Drug 2: CN1C2=C(C=C(C=C2)N(CCCl)CCCl)N=C1CCCC(=O)O.Cl. Cell line: NCIH23. Synergy scores: CSS=12.3, Synergy_ZIP=-0.223, Synergy_Bliss=7.29, Synergy_Loewe=-22.3, Synergy_HSA=3.75. (4) Drug 1: C1=NC2=C(N=C(N=C2N1C3C(C(C(O3)CO)O)O)F)N. Drug 2: CN1C(=O)N2C=NC(=C2N=N1)C(=O)N. Cell line: SR. Synergy scores: CSS=7.42, Synergy_ZIP=-2.80, Synergy_Bliss=-1.55, Synergy_Loewe=-2.76, Synergy_HSA=-0.492. (5) Drug 1: C1CC(C1)(C(=O)O)C(=O)O.[NH2-].[NH2-].[Pt+2]. Drug 2: C1CNP(=O)(OC1)N(CCCl)CCCl. Cell line: MDA-MB-435. Synergy scores: CSS=-0.696, Synergy_ZIP=1.06, Synergy_Bliss=3.13, Synergy_Loewe=-3.96, Synergy_HSA=-2.27.